This data is from Reaction yield outcomes from USPTO patents with 853,638 reactions. The task is: Predict the reaction yield, written as a fraction of the theoretical maximum amount of product (1.0 means a 100% yield; for example, 0.34 means a 34% yield). (1) The reactants are [CH3:1][O:2][C:3]1[CH:4]=[C:5]2[C:9](=[CH:10][CH:11]=1)[C:8](=[O:12])[CH2:7][CH2:6]2.[N:13](OCCCC)=[O:14].Cl. The catalyst is CO. The product is [CH3:1][O:2][C:3]1[CH:4]=[C:5]2[C:9](=[CH:10][CH:11]=1)[C:8](=[O:12])[C:7](=[N:13][OH:14])[CH2:6]2. The yield is 0.620. (2) The reactants are [Cl:1][C:2]1[CH:11]=[CH:10][C:5]([C:6](=[N:8][OH:9])[NH2:7])=[CH:4][CH:3]=1.[C:12]([O:16][C:17]([NH:19][C@@H:20]([CH3:24])[C:21](O)=O)=[O:18])([CH3:15])([CH3:14])[CH3:13].C1CCC(N=C=NC2CCCCC2)CC1. The catalyst is O1CCOCC1. The product is [Cl:1][C:2]1[CH:11]=[CH:10][C:5]([C:6]2[N:7]=[C:24]([C@@H:20]([NH:19][C:17](=[O:18])[O:16][C:12]([CH3:13])([CH3:15])[CH3:14])[CH3:21])[O:9][N:8]=2)=[CH:4][CH:3]=1. The yield is 0.480. (3) The product is [CH3:8][C:6]1[C:5]([NH:9][C:10]([C:12]2[O:13][CH:14]=[CH:15][C:16]=2[CH3:17])=[O:11])=[C:4]([CH3:18])[CH:3]=[C:2]([N:21]2[CH2:20][CH2:19][CH2:25][O:24][CH2:23][CH2:22]2)[N:7]=1. The reactants are Br[C:2]1[N:7]=[C:6]([CH3:8])[C:5]([NH:9][C:10]([C:12]2[O:13][CH:14]=[CH:15][C:16]=2[CH3:17])=[O:11])=[C:4]([CH3:18])[CH:3]=1.[CH2:19]1[CH2:25][O:24][CH2:23][CH2:22][NH:21][CH2:20]1.Cl.C1C=CC(P(C2C(C3C(P(C4C=CC=CC=4)C4C=CC=CC=4)=CC=C4C=3C=CC=C4)=C3C(C=CC=C3)=CC=2)C2C=CC=CC=2)=CC=1.CC(C)([O-])C.[K+]. The catalyst is C1(C)C=CC=CC=1.C1C=CC(/C=C/C(/C=C/C2C=CC=CC=2)=O)=CC=1.C1C=CC(/C=C/C(/C=C/C2C=CC=CC=2)=O)=CC=1.C1C=CC(/C=C/C(/C=C/C2C=CC=CC=2)=O)=CC=1.[Pd].[Pd]. The yield is 0.140. (4) The reactants are [NH2:1][C:2]1[CH:3]=[C:4]([C:28]2[CH:33]=[CH:32][C:31]([O:34][CH3:35])=[CH:30][CH:29]=2)[CH:5]=[CH:6][C:7]=1[C:8]([NH:10][C@H:11]([C:18]([O:20][CH2:21][C:22]1[CH:27]=[CH:26][CH:25]=[CH:24][CH:23]=1)=[O:19])[CH2:12][C:13]([O:15][CH2:16][CH3:17])=[O:14])=[O:9].[Br:36][C:37]1[CH:38]=[C:39]([CH3:47])[C:40]([N:44]=[C:45]=[O:46])=[C:41]([CH3:43])[CH:42]=1. The catalyst is N1C=CC=CC=1. The product is [Br:36][C:37]1[CH:42]=[C:41]([CH3:43])[C:40]([NH:44][C:45]([NH:1][C:2]2[CH:3]=[C:4]([C:28]3[CH:29]=[CH:30][C:31]([O:34][CH3:35])=[CH:32][CH:33]=3)[CH:5]=[CH:6][C:7]=2[C:8]([NH:10][C@H:11]([C:18]([O:20][CH2:21][C:22]2[CH:23]=[CH:24][CH:25]=[CH:26][CH:27]=2)=[O:19])[CH2:12][C:13]([O:15][CH2:16][CH3:17])=[O:14])=[O:9])=[O:46])=[C:39]([CH3:47])[CH:38]=1. The yield is 0.910. (5) The reactants are [H-].[Na+].[Br:3][C:4]1[NH:8][N:7]=[C:6]([N+:9]([O-:11])=[O:10])[N:5]=1.[CH3:12]I.O. The catalyst is CN(C)C=O. The product is [Br:3][C:4]1[N:8]([CH3:12])[N:7]=[C:6]([N+:9]([O-:11])=[O:10])[N:5]=1. The yield is 0.600. (6) The reactants are [N:1]1[CH:6]=[CH:5][CH:4]=[CH:3][C:2]=1[N:7]1[CH2:12][CH2:11][NH:10][CH2:9][CH2:8]1.[F:13][C:14]1[CH:23]=[CH:22][C:21]([O:24][CH2:25][CH2:26][CH3:27])=[C:20]2[C:15]=1[C:16](=[O:38])[C:17]([C:30]1[CH:35]=[CH:34][C:33]([O:36][CH3:37])=[CH:32][CH:31]=1)=[C:18]([CH:28]=O)[NH:19]2.C(O[BH-](OC(=O)C)OC(=O)C)(=O)C.[Na+]. The catalyst is ClCCl. The product is [F:13][C:14]1[CH:23]=[CH:22][C:21]([O:24][CH2:25][CH2:26][CH3:27])=[C:20]2[C:15]=1[C:16](=[O:38])[C:17]([C:30]1[CH:31]=[CH:32][C:33]([O:36][CH3:37])=[CH:34][CH:35]=1)=[C:18]([CH2:28][N:10]1[CH2:9][CH2:8][N:7]([C:2]3[CH:3]=[CH:4][CH:5]=[CH:6][N:1]=3)[CH2:12][CH2:11]1)[NH:19]2. The yield is 0.350. (7) The reactants are [CH2:1]([O:3][C:4](=[O:17])[CH2:5][CH2:6][C:7]([C:9]1[CH:14]=[CH:13][C:12]([O:15]C)=[CH:11][CH:10]=1)=[O:8])[CH3:2]. The catalyst is Br. The product is [CH2:1]([O:3][C:4](=[O:17])[CH2:5][CH2:6][C:7]([C:9]1[CH:10]=[CH:11][C:12]([OH:15])=[CH:13][CH:14]=1)=[O:8])[CH3:2]. The yield is 0.940.